From a dataset of Catalyst prediction with 721,799 reactions and 888 catalyst types from USPTO. Predict which catalyst facilitates the given reaction. Reactant: Br[CH2:2][C:3]1[C:8]([Cl:9])=[C:7]([F:10])[N:6]=[C:5]([F:11])[C:4]=1[Cl:12].[C:13]([O-:21])(=[O:20])[C:14]1[CH:19]=[CH:18][CH:17]=[CH:16][CH:15]=1.[Na+]. Product: [C:13]([O:21][CH2:2][C:3]1[C:8]([Cl:9])=[C:7]([F:10])[N:6]=[C:5]([F:11])[C:4]=1[Cl:12])(=[O:20])[C:14]1[CH:19]=[CH:18][CH:17]=[CH:16][CH:15]=1. The catalyst class is: 3.